Dataset: Forward reaction prediction with 1.9M reactions from USPTO patents (1976-2016). Task: Predict the product of the given reaction. (1) Given the reactants [CH3:1][O:2][C:3]1[CH:8]=[CH:7][C:6](B(O)O)=[CH:5][CH:4]=1.[F-].C([N+](CCCC)(CCCC)CCCC)CCC.Br[C:31]1[CH:41]=[CH:40][CH:39]=[CH:38][C:32]=1[C:33]([O:35][CH2:36][CH3:37])=[O:34], predict the reaction product. The product is: [CH3:1][O:2][C:3]1[CH:8]=[CH:7][C:6]([C:31]2[C:32]([C:33]([O:35][CH2:36][CH3:37])=[O:34])=[CH:38][CH:39]=[CH:40][CH:41]=2)=[CH:5][CH:4]=1. (2) Given the reactants C(NC(C)C)(C)C.C([Li])CCC.[Cl:13][C:14]1[CH:15]=[N:16][CH:17]=[CH:18][CH:19]=1.[F:20][C:21]1[CH:28]=[CH:27][C:26]([F:29])=[CH:25][C:22]=1[CH:23]=[O:24].[Cl-].[NH4+], predict the reaction product. The product is: [Cl:13][C:14]1[CH:15]=[N:16][CH:17]=[CH:18][C:19]=1[CH:23]([C:22]1[CH:25]=[C:26]([F:29])[CH:27]=[CH:28][C:21]=1[F:20])[OH:24]. (3) Given the reactants Cl.[F:2][C:3]1[CH:8]=[CH:7][C:6]([CH:9]([C:17]2[CH:22]=[CH:21][C:20]([F:23])=[CH:19][CH:18]=2)[CH:10]2[C:15](=[O:16])[CH2:14][CH2:13][NH:12][CH2:11]2)=[CH:5][CH:4]=1.C(NCC)(C)C.[CH3:30][O:31][C:32]1[CH:39]=[CH:38][CH:37]=[C:36]([O:40][CH3:41])[C:33]=1[CH2:34]O, predict the reaction product. The product is: [F:2][C:3]1[CH:8]=[CH:7][C:6]([CH:9]([C:17]2[CH:18]=[CH:19][C:20]([F:23])=[CH:21][CH:22]=2)[CH:10]2[C:15](=[O:16])[CH2:14][CH2:13][N:12]([CH2:34][C:33]3[C:36]([O:40][CH3:41])=[CH:37][CH:38]=[CH:39][C:32]=3[O:31][CH3:30])[CH2:11]2)=[CH:5][CH:4]=1. (4) Given the reactants Cl.[Cl:2][C:3]1[CH:8]=[CH:7][CH:6]=[C:5]([F:9])[C:4]=1[C:10]1[N:14]=[C:13]([C:15]2[C:19]([CH3:20])=[C:18]([C:21]3[CH:26]=[CH:25][C:24]([O:27]C4CCCCO4)=[CH:23][CH:22]=3)[S:17][CH:16]=2)[N:12]([CH3:34])[N:11]=1.O, predict the reaction product. The product is: [Cl:2][C:3]1[CH:8]=[CH:7][CH:6]=[C:5]([F:9])[C:4]=1[C:10]1[N:14]=[C:13]([C:15]2[C:19]([CH3:20])=[C:18]([C:21]3[CH:26]=[CH:25][C:24]([OH:27])=[CH:23][CH:22]=3)[S:17][CH:16]=2)[N:12]([CH3:34])[N:11]=1. (5) Given the reactants [C:1]([CH2:3][C:4]1[CH:5]=[C:6]([CH:11]=[CH:12][CH:13]=1)[C:7]([O:9][CH3:10])=[O:8])#[N:2].[BH4-].[Na+].FC(F)(F)C(O)=O.O, predict the reaction product. The product is: [NH2:2][CH2:1][CH2:3][C:4]1[CH:5]=[C:6]([CH:11]=[CH:12][CH:13]=1)[C:7]([O:9][CH3:10])=[O:8]. (6) Given the reactants [CH3:1][C:2]1[N:3]([C:7]2[CH:12]=[CH:11][C:10]([NH:13][C:14]3[N:15]=[C:16](OS(C(F)(F)F)(=O)=O)[C:17]4[CH2:23][N:22]([C:24]([O:26][C:27]([CH3:30])([CH3:29])[CH3:28])=[O:25])[CH2:21][CH2:20][C:18]=4[N:19]=3)=[CH:9][CH:8]=2)[CH:4]=[CH:5][N:6]=1.[NH:39]1[C:47]2[C:42](=[CH:43][CH:44]=[CH:45][CH:46]=2)[CH2:41][C@H:40]1[CH2:48][OH:49], predict the reaction product. The product is: [OH:49][CH2:48][C@@H:40]1[CH2:41][C:42]2[C:47](=[CH:46][CH:45]=[CH:44][CH:43]=2)[N:39]1[C:16]1[C:17]2[CH2:23][N:22]([C:24]([O:26][C:27]([CH3:29])([CH3:28])[CH3:30])=[O:25])[CH2:21][CH2:20][C:18]=2[N:19]=[C:14]([NH:13][C:10]2[CH:11]=[CH:12][C:7]([N:3]3[CH:4]=[CH:5][N:6]=[C:2]3[CH3:1])=[CH:8][CH:9]=2)[N:15]=1. (7) Given the reactants Br[CH2:2][C:3]([O:5][CH2:6][CH3:7])=[O:4].[F:8][C:9]1([F:53])[CH2:14][CH2:13][CH:12]([C:15]2[C:24]3[CH:23]([OH:25])[CH2:22][C:21]([CH3:27])([CH3:26])[CH2:20][C:19]=3[N:18]=[C:17]([CH:28]3[CH2:33][CH2:32][N:31]([C:34]4[N:39]=[CH:38][C:37]([OH:40])=[CH:36][N:35]=4)[CH2:30][CH2:29]3)[C:16]=2[CH:41]([F:52])[C:42]2[CH:47]=[CH:46][C:45]([C:48]([F:51])([F:50])[F:49])=[CH:44][CH:43]=2)[CH2:11][CH2:10]1, predict the reaction product. The product is: [F:53][C:9]1([F:8])[CH2:10][CH2:11][CH:12]([C:15]2[C:24]3[CH:23]([OH:25])[CH2:22][C:21]([CH3:26])([CH3:27])[CH2:20][C:19]=3[N:18]=[C:17]([CH:28]3[CH2:29][CH2:30][N:31]([C:34]4[N:39]=[CH:38][C:37]([O:40][CH2:2][C:3]([O:5][CH2:6][CH3:7])=[O:4])=[CH:36][N:35]=4)[CH2:32][CH2:33]3)[C:16]=2[CH:41]([F:52])[C:42]2[CH:43]=[CH:44][C:45]([C:48]([F:49])([F:51])[F:50])=[CH:46][CH:47]=2)[CH2:13][CH2:14]1. (8) Given the reactants [CH:1]1([CH2:5]O)[CH2:4][CH2:3][CH2:2]1.CC(OI1(OC(C)=O)(OC(C)=O)OC(=O)C2C=CC=CC1=2)=O.C(=O)([O-])[O-].[Cs+].[Cs+].[C:35]([S@:39]([NH2:41])=[O:40])([CH3:38])([CH3:37])[CH3:36], predict the reaction product. The product is: [CH:1]1(/[CH:5]=[N:41]/[S:39]([C:35]([CH3:38])([CH3:37])[CH3:36])=[O:40])[CH2:4][CH2:3][CH2:2]1. (9) Given the reactants [F:1][C:2]([F:13])([F:12])[C:3]1[C:4]([C:9]([OH:11])=O)=[N:5][CH:6]=[CH:7][CH:8]=1.C(Cl)(=O)C(Cl)=O.[NH2:20][C:21]1[CH:22]=[C:23]([CH:40]=[CH:41][CH:42]=1)[O:24][C:25]1[CH:26]=[CH:27][C:28]2[N:29]([CH:31]=[C:32]([NH:34][C:35]([CH:37]3[CH2:39][CH2:38]3)=[O:36])[N:33]=2)[CH:30]=1, predict the reaction product. The product is: [CH:37]1([C:35]([NH:34][C:32]2[N:33]=[C:28]3[CH:27]=[CH:26][C:25]([O:24][C:23]4[CH:22]=[C:21]([NH:20][C:9]([C:4]5[C:3]([C:2]([F:1])([F:13])[F:12])=[CH:8][CH:7]=[CH:6][N:5]=5)=[O:11])[CH:42]=[CH:41][CH:40]=4)=[CH:30][N:29]3[CH:31]=2)=[O:36])[CH2:38][CH2:39]1. (10) Given the reactants CC1(C)CC(C[N:10]=[C:11]=[O:12])(C)CC(N=C=O)C1.CC1C=C(C(C)(C)C)[C:21]([OH:28])=[C:20](C(C)(C)C)C=1.CCCCCCCCC[CH2:42][CH2:43][C:44]([O:46][Sn]([O:46][C:44]([CH2:43][CH2:42]CCCCCCCCC)=[O:45])(CCCC)CCCC)=[O:45].C(OCCO)(=O)C=C, predict the reaction product. The product is: [C:44]([OH:46])(=[O:45])[CH:43]=[CH2:42].[NH2:10][C:11]([O:28][CH2:21][CH3:20])=[O:12].